Dataset: Full USPTO retrosynthesis dataset with 1.9M reactions from patents (1976-2016). Task: Predict the reactants needed to synthesize the given product. (1) Given the product [Br:33][C:11]1[C:12]([O:19][CH2:20][C:21]2[CH:26]=[CH:25][CH:24]=[CH:23][CH:22]=2)=[C:13]([O:17][CH3:18])[C:14]([O:15][CH3:16])=[C:9]([O:8][CH2:1][C:2]2[CH:3]=[CH:4][CH:5]=[CH:6][CH:7]=2)[C:10]=1[CH3:27], predict the reactants needed to synthesize it. The reactants are: [CH2:1]([O:8][C:9]1[C:14]([O:15][CH3:16])=[C:13]([O:17][CH3:18])[C:12]([O:19][CH2:20][C:21]2[CH:26]=[CH:25][CH:24]=[CH:23][CH:22]=2)=[CH:11][C:10]=1[CH3:27])[C:2]1[CH:7]=[CH:6][CH:5]=[CH:4][CH:3]=1.C([O-])(=O)C.[Na+].[Br:33]Br. (2) Given the product [CH2:10]([N:4]1[CH2:5][CH:25]([N+:26]([O-:28])=[O:27])[CH:24]([C:21]2[CH:22]=[CH:23][C:18]([Cl:17])=[CH:19][CH:20]=2)[CH2:3]1)[C:11]1[CH:16]=[CH:15][CH:14]=[CH:13][CH:12]=1, predict the reactants needed to synthesize it. The reactants are: CO[CH2:3][N:4]([CH2:10][C:11]1[CH:16]=[CH:15][CH:14]=[CH:13][CH:12]=1)[CH2:5][Si](C)(C)C.[Cl:17][C:18]1[CH:23]=[CH:22][C:21](/[CH:24]=[CH:25]/[N+:26]([O-:28])=[O:27])=[CH:20][CH:19]=1.FC(F)(F)C(O)=O.